Dataset: Full USPTO retrosynthesis dataset with 1.9M reactions from patents (1976-2016). Task: Predict the reactants needed to synthesize the given product. Given the product [NH2:1][C:4]1[CH:9]=[CH:8][N:7]=[C:6]([O:11][C:12]2[CH:13]=[N:14][CH:15]=[CH:16][CH:17]=2)[CH:5]=1, predict the reactants needed to synthesize it. The reactants are: [N+:1]([C:4]1[CH:9]=[CH:8][N+:7]([O-])=[C:6]([O:11][C:12]2[CH:13]=[N:14][CH:15]=[CH:16][CH:17]=2)[CH:5]=1)([O-])=O.